Dataset: Reaction yield outcomes from USPTO patents with 853,638 reactions. Task: Predict the reaction yield, written as a fraction of the theoretical maximum amount of product (1.0 means a 100% yield; for example, 0.34 means a 34% yield). (1) The reactants are [OH:1][C:2]1[CH:3]=[CH:4][C:5]2[O:19][CH2:18][C:8]3([C:16]4[C:11](=[CH:12][CH:13]=[CH:14][CH:15]=4)[NH:10][C:9]3=[O:17])[C:6]=2[CH:7]=1.[F:20][C:21]([F:34])([F:33])[S:22](O[S:22]([C:21]([F:34])([F:33])[F:20])(=[O:24])=[O:23])(=[O:24])=[O:23].C(N(CC)CC)C. The catalyst is ClCCl. The product is [F:20][C:21]([F:34])([F:33])[S:22]([O:1][C:2]1[CH:3]=[CH:4][C:5]2[O:19][CH2:18][C:8]3([C:16]4[C:11](=[CH:12][CH:13]=[CH:14][CH:15]=4)[NH:10][C:9]3=[O:17])[C:6]=2[CH:7]=1)(=[O:24])=[O:23]. The yield is 0.250. (2) The reactants are [CH2:1]([O:3][C:4](=[O:12])[C:5]1[CH:10]=[CH:9][CH:8]=[N:7][C:6]=1Cl)[CH3:2].Cl.[CH2:14]([O:21][NH2:22])[C:15]1[CH:20]=[CH:19][CH:18]=[CH:17][CH:16]=1.C(N(CC)C(C)C)(C)C. The catalyst is O1CCOCC1. The product is [CH2:14]([O:21][NH:22][C:6]1[N:7]=[CH:8][CH:9]=[CH:10][C:5]=1[C:4]([O:3][CH2:1][CH3:2])=[O:12])[C:15]1[CH:20]=[CH:19][CH:18]=[CH:17][CH:16]=1. The yield is 0.530.